This data is from Forward reaction prediction with 1.9M reactions from USPTO patents (1976-2016). The task is: Predict the product of the given reaction. (1) The product is: [OH:1][C:2]([C:9]1[CH:10]=[CH:11][C:12]2[NH:18][C:17]3[N:19]=[C:20]([C:23]([F:25])([F:26])[F:24])[CH:21]=[CH:22][C:16]=3[CH2:15][N:14]([S:27]([C:30]3[CH:35]=[CH:34][C:33]([O:36][C:37]([F:38])([F:40])[F:39])=[CH:32][CH:31]=3)(=[O:29])=[O:28])[C:13]=2[CH:41]=1)([CH3:8])[C:3]([OH:5])=[O:4]. Given the reactants [OH:1][C:2]([C:9]1[CH:10]=[CH:11][C:12]2[NH:18][C:17]3[N:19]=[C:20]([C:23]([F:26])([F:25])[F:24])[CH:21]=[CH:22][C:16]=3[CH2:15][N:14]([S:27]([C:30]3[CH:35]=[CH:34][C:33]([O:36][C:37]([F:40])([F:39])[F:38])=[CH:32][CH:31]=3)(=[O:29])=[O:28])[C:13]=2[CH:41]=1)([CH3:8])[C:3]([O:5]CC)=[O:4].O=C(C1C=CC2NC3N=C(C(F)(F)F)C=CC=3CN(S(C3C=CC(OC(F)(F)F)=CC=3)(=O)=O)C=2C=1)C(OCC)=O.C[Mg+].[Br-].[NH4+].[Cl-].C([O-])(O)=O.[Na+], predict the reaction product. (2) Given the reactants C(OC(=O)[NH:7][CH:8]([C:13]([N:15]1[CH2:19][CH2:18][CH:17]2[N:20]([C:36](=[O:49])[CH2:37][NH:38][C:39]([O:41][CH2:42][C:43]3[CH:48]=[CH:47][CH:46]=[CH:45][CH:44]=3)=[O:40])[CH2:21][CH:22]([C:23](=[O:35])[NH:24][C:25]3[C:34]4[C:29](=[CH:30][CH:31]=[CH:32][CH:33]=4)[CH:28]=[CH:27][CH:26]=3)[CH:16]12)=[O:14])[C:9]([CH3:12])([CH3:11])[CH3:10])(C)(C)C.C(O)(C(F)(F)F)=O, predict the reaction product. The product is: [CH2:42]([O:41][C:39](=[O:40])[NH:38][CH2:37][C:36]([N:20]1[CH2:21][CH:22]([C:23](=[O:35])[NH:24][C:25]2[C:34]3[C:29](=[CH:30][CH:31]=[CH:32][CH:33]=3)[CH:28]=[CH:27][CH:26]=2)[CH:16]2[N:15]([C:13](=[O:14])[CH:8]([NH2:7])[C:9]([CH3:10])([CH3:11])[CH3:12])[CH2:19][CH2:18][CH:17]12)=[O:49])[C:43]1[CH:44]=[CH:45][CH:46]=[CH:47][CH:48]=1. (3) Given the reactants [Cl:1][C:2]1[N:7]=[CH:6][N:5]=[C:4]([NH2:8])[C:3]=1[CH2:9][NH:10][CH2:11][C:12]([F:15])([F:14])[F:13].C(N(CC)CC)C.Cl[C:24](Cl)([O:26]C(=O)OC(Cl)(Cl)Cl)Cl, predict the reaction product. The product is: [Cl:1][C:2]1[N:7]=[CH:6][N:5]=[C:4]2[NH:8][C:24](=[O:26])[N:10]([CH2:11][C:12]([F:14])([F:15])[F:13])[CH2:9][C:3]=12. (4) Given the reactants [Cl:1][C:2]1[CH:3]=[C:4]([NH:8][C:9]2[NH:14][C:13](=O)[CH:12]=[CH:11][N:10]=2)[CH:5]=[CH:6][CH:7]=1.CN(C)C1C=CC=CC=1.P(Cl)(Cl)([Cl:27])=O.[OH-].[Na+], predict the reaction product. The product is: [Cl:27][C:13]1[CH:12]=[CH:11][N:10]=[C:9]([NH:8][C:4]2[CH:5]=[CH:6][CH:7]=[C:2]([Cl:1])[CH:3]=2)[N:14]=1. (5) Given the reactants Br[C:2]1[CH:3]=[C:4]2[C:8](=[CH:9][CH:10]=1)[CH2:7][N:6]([C:11](C1C=C(C(C)C)C(OC)=CC=1OC)=[O:12])[CH2:5]2.[CH:26](B1OC(C)(C)C(C)(C)O1)=[CH2:27].C([O-])([O-])=O.[Na+].[Na+], predict the reaction product. The product is: [CH:26]([C:2]1[CH:3]=[C:4]2[C:8](=[CH:9][CH:10]=1)[CH2:7][N:6]([CH:11]=[O:12])[CH2:5]2)=[CH2:27]. (6) Given the reactants C(OC([N:8]1[CH2:12][CH2:11][CH2:10][C@H:9]1[C:13]1[NH:17][C:16]2[CH:18]=[C:19]([C:22]3[CH:23]=[C:24]4[C:29](=[CH:30][CH:31]=3)[CH:28]=[C:27]([C:32]3[NH:36][C:35]([C@@H:37]5[CH2:41][CH2:40][CH2:39][N:38]5C(OC(C)(C)C)=O)=[N:34][CH:33]=3)[CH:26]=[CH:25]4)[CH:20]=[CH:21][C:15]=2[N:14]=1)=O)(C)(C)C.C(OC(N1CCC[C@H]1C1NC2C=C(C3C=C4C(C=CC(C5NC([C@@H]6CCCN6C(OC(C)(C)C)=O)=NC=5)=C4)=CC=3)C=CC=2N=1)=O)(C)(C)C.[C:97]([OH:103])([C:99]([F:102])([F:101])[F:100])=[O:98], predict the reaction product. The product is: [C:97]([OH:103])([C:99]([F:102])([F:101])[F:100])=[O:98].[NH:8]1[CH2:12][CH2:11][CH2:10][C@H:9]1[C:13]1[NH:17][C:16]2[CH:18]=[C:19]([C:22]3[CH:31]=[CH:30][C:29]4[C:24](=[CH:25][CH:26]=[C:27]([C:32]5[NH:36][C:35]([C@@H:37]6[CH2:41][CH2:40][CH2:39][NH:38]6)=[N:34][CH:33]=5)[CH:28]=4)[CH:23]=3)[CH:20]=[CH:21][C:15]=2[N:14]=1. (7) The product is: [CH3:12][C:8]([C:13]1[S:17][C:16]([NH:18][C:19](=[O:25])[CH:20]([NH:24][CH:3]([CH2:4][CH3:5])[CH2:2][CH3:1])[CH2:21][CH2:22][CH3:23])=[N:15][N:14]=1)([CH3:7])[CH2:9][CH2:10][CH3:11]. Given the reactants [CH3:1][CH2:2][C:3](=O)[CH2:4][CH3:5].[CH3:7][C:8]([C:13]1[S:17][C:16]([NH:18][C:19](=[O:25])[CH:20]([NH2:24])[CH2:21][CH2:22][CH3:23])=[N:15][N:14]=1)([CH3:12])[CH2:9][CH2:10][CH3:11].C(O[BH-](OC(=O)C)OC(=O)C)(=O)C.[Na+].C(O)(=O)C.[BH3-]C#N.[Na+], predict the reaction product. (8) Given the reactants Cl.[C:2]([C:6]1[CH:7]=[C:8]([CH:18]=[CH:19][CH:20]=1)[O:9][CH2:10][CH2:11][CH:12]1[O:17]CCCO1)([CH3:5])([CH3:4])[CH3:3], predict the reaction product. The product is: [C:2]([C:6]1[CH:7]=[C:8]2[C:18]([CH:12]([OH:17])[CH2:11][CH2:10][O:9]2)=[CH:19][CH:20]=1)([CH3:3])([CH3:4])[CH3:5]. (9) Given the reactants [Si:1]([O:8][CH2:9][C:10]1[N:11]([CH3:37])[C:12]2[C:17]([CH:18]=1)=[CH:16][C:15]1[C:19](=[N:25][CH2:26][C:27]3[CH:32]=[CH:31][C:30]([O:33][CH3:34])=[CH:29][C:28]=3[O:35][CH3:36])[CH2:20][CH2:21][CH2:22][CH2:23][CH2:24][C:14]=1[CH:13]=2)([C:4]([CH3:7])([CH3:6])[CH3:5])([CH3:3])[CH3:2].[CH:38]([C:47](OC)=[O:48])([C:43](OC)=[O:44])[C:39]([O:41][CH3:42])=[O:40], predict the reaction product. The product is: [Si:1]([O:8][CH2:9][C:10]1[N:11]([CH3:37])[C:12]2[CH:13]=[C:14]3[CH2:24][CH2:23][CH2:22][CH2:21][C:20]4[C:47]([OH:48])=[C:38]([C:39]([O:41][CH3:42])=[O:40])[C:43](=[O:44])[N:25]([CH2:26][C:27]5[CH:32]=[CH:31][C:30]([O:33][CH3:34])=[CH:29][C:28]=5[O:35][CH3:36])[C:19]=4[C:15]3=[CH:16][C:17]=2[CH:18]=1)([C:4]([CH3:7])([CH3:6])[CH3:5])([CH3:3])[CH3:2]. (10) Given the reactants Br[C:2]1[N:3]([CH2:9][O:10][CH2:11][CH2:12][Si:13]([CH3:16])([CH3:15])[CH3:14])[C:4]([Cl:8])=[C:5]([Cl:7])[N:6]=1.[NH:17]1[CH2:22][CH2:21][NH:20][CH2:19][CH2:18]1, predict the reaction product. The product is: [Cl:7][C:5]1[N:6]=[C:2]([N:17]2[CH2:22][CH2:21][NH:20][CH2:19][CH2:18]2)[N:3]([CH2:9][O:10][CH2:11][CH2:12][Si:13]([CH3:16])([CH3:15])[CH3:14])[C:4]=1[Cl:8].